From a dataset of Full USPTO retrosynthesis dataset with 1.9M reactions from patents (1976-2016). Predict the reactants needed to synthesize the given product. (1) Given the product [NH2:1][C:2]1[CH:3]=[CH:4][C:5]([C:8]2[NH:12][N:11]=[C:10]([C:13]([F:22])([F:21])[C:14]([F:20])([F:19])[C:15]([N:24]([CH3:25])[CH3:23])=[O:17])[N:9]=2)=[CH:6][CH:7]=1, predict the reactants needed to synthesize it. The reactants are: [NH2:1][C:2]1[CH:7]=[CH:6][C:5]([C:8]2[NH:12][N:11]=[C:10]([C:13]([F:22])([F:21])[C:14]([F:20])([F:19])[C:15]([O:17]C)=O)[N:9]=2)=[CH:4][CH:3]=1.[CH3:23][NH:24][CH3:25]. (2) Given the product [CH3:38][N:39]([CH2:51][CH2:52][N:53]1[CH2:58][CH2:57][O:56][CH2:55][CH2:54]1)[C:40](=[O:41])[C:42]1[CH:50]=[CH:49][CH:48]=[C:44]([C:45]([NH:1][C:2]2[CH:25]=[CH:24][C:23]([N:26]3[CH2:31][CH2:30][CH2:29][CH2:28][CH2:27]3)=[CH:22][C:3]=2[C:4](=[O:5])[NH:6][C:7]2[N:11]=[CH:10][N:9]([C:12]3[CH:17]=[CH:16][CH:15]=[C:14]([C:18]([F:21])([F:19])[F:20])[CH:13]=3)[N:8]=2)=[O:46])[CH:43]=1, predict the reactants needed to synthesize it. The reactants are: [NH2:1][C:2]1[CH:25]=[CH:24][C:23]([N:26]2[CH2:31][CH2:30][CH2:29][CH2:28][CH2:27]2)=[CH:22][C:3]=1[C:4]([NH:6][C:7]1[N:11]=[CH:10][N:9]([C:12]2[CH:17]=[CH:16][CH:15]=[C:14]([C:18]([F:21])([F:20])[F:19])[CH:13]=2)[N:8]=1)=[O:5].N1C=CC=CC=1.[CH3:38][N:39]([CH2:51][CH2:52][N:53]1[CH2:58][CH2:57][O:56][CH2:55][CH2:54]1)[C:40]([C:42]1[CH:43]=[C:44]([CH:48]=[CH:49][CH:50]=1)[C:45](Cl)=[O:46])=[O:41]. (3) Given the product [CH2:20]([O:27][C:28]1[CH:29]=[CH:30][C:31](/[CH:32]=[CH:3]/[P:12](=[O:19])([O:13][CH2:14][CH3:15])[O:16][CH2:17][CH3:18])=[CH:34][CH:35]=1)[C:21]1[CH:22]=[CH:23][CH:24]=[CH:25][CH:26]=1, predict the reactants needed to synthesize it. The reactants are: [H-].[Na+].[CH2:3]([P:12](=[O:19])([O:16][CH2:17][CH3:18])[O:13][CH2:14][CH3:15])P(=O)(OCC)OCC.[CH2:20]([O:27][C:28]1[CH:35]=[CH:34][C:31]([CH:32]=O)=[CH:30][CH:29]=1)[C:21]1[CH:26]=[CH:25][CH:24]=[CH:23][CH:22]=1. (4) Given the product [Cl:8][C:7]1[C:2]([C:13]2[CH:14]=[CH:15][C:10]([Cl:9])=[CH:11][CH:12]=2)=[N:3][CH:4]=[CH:5][N:6]=1, predict the reactants needed to synthesize it. The reactants are: Cl[C:2]1[C:7]([Cl:8])=[N:6][CH:5]=[CH:4][N:3]=1.[Cl:9][C:10]1[CH:15]=[CH:14][C:13](B(O)O)=[CH:12][CH:11]=1.[F-].[K+]. (5) Given the product [C@H:34]1([C:33]([O:50][CH:51]2[CH:56]([CH:57]([CH3:59])[CH3:58])[CH2:55][CH2:54][CH:53]([CH3:60])[CH2:52]2)=[O:49])[CH2:1][C@@H:35]1[C:36]([O:38][CH:39]1[CH:44]([CH:45]([CH3:47])[CH3:46])[CH2:43][CH2:42][CH:41]([CH3:48])[CH2:40]1)=[O:37], predict the reactants needed to synthesize it. The reactants are: [CH2:1]([Li])CCC.CCCCCC.CC1(C)CCCC(C)(C)N1.[Li]N1C(C)(C)CCCC1(C)C.[C:33]([O:50][CH:51]1[CH:56]([CH:57]([CH3:59])[CH3:58])[CH2:55][CH2:54][CH:53]([CH3:60])[CH2:52]1)(=[O:49])[CH2:34][CH2:35][C:36]([O:38][CH:39]1[CH:44]([CH:45]([CH3:47])[CH3:46])[CH2:43][CH2:42][CH:41]([CH3:48])[CH2:40]1)=[O:37].BrCCl.C(=O)C(C)C.Cl.